Dataset: Peptide-MHC class I binding affinity with 185,985 pairs from IEDB/IMGT. Task: Regression. Given a peptide amino acid sequence and an MHC pseudo amino acid sequence, predict their binding affinity value. This is MHC class I binding data. (1) The peptide sequence is FVHSGFIYF. The MHC is HLA-A11:01 with pseudo-sequence HLA-A11:01. The binding affinity (normalized) is 0.0847. (2) The peptide sequence is NTTQQGDMY. The MHC is HLA-A69:01 with pseudo-sequence HLA-A69:01. The binding affinity (normalized) is 0.0847. (3) The peptide sequence is AYIDNYNKF. The MHC is HLA-B27:05 with pseudo-sequence HLA-B27:05. The binding affinity (normalized) is 0.0901.